Dataset: Forward reaction prediction with 1.9M reactions from USPTO patents (1976-2016). Task: Predict the product of the given reaction. (1) The product is: [Cl:18][C:7]1[CH:8]=[C:9]2[C:4](=[CH:5][CH:6]=1)[N:3]=[C:2]([NH:25][O:24][CH3:23])[N:11]=[C:10]2[C:12]1[CH:17]=[CH:16][CH:15]=[CH:14][CH:13]=1. Given the reactants Cl[C:2]1[N:11]=[C:10]([C:12]2[CH:17]=[CH:16][CH:15]=[CH:14][CH:13]=2)[C:9]2[C:4](=[CH:5][CH:6]=[C:7]([Cl:18])[CH:8]=2)[N:3]=1.C(#N)C.Cl.[CH3:23][O:24][NH2:25].C(N(CC)CC)C, predict the reaction product. (2) The product is: [Cl:1][C:2]1[N:3]=[C:4]([N:23]2[CH2:24][CH2:25][O:26][CH2:27][CH2:28]2)[C:5]2[S:10][C:9]([C:11]([C:13]3[CH:18]=[CH:17][C:16]([S:19]([CH3:22])(=[O:20])=[O:21])=[CH:15][CH:14]=3)=[O:12])=[CH:8][C:6]=2[N:7]=1. Given the reactants [Cl:1][C:2]1[N:3]=[C:4]([N:23]2[CH2:28][CH2:27][O:26][CH2:25][CH2:24]2)[C:5]2[S:10][C:9]([CH:11]([C:13]3[CH:18]=[CH:17][C:16]([S:19]([CH3:22])(=[O:21])=[O:20])=[CH:15][CH:14]=3)[OH:12])=[CH:8][C:6]=2[N:7]=1.C[N+]1([O-])CCOCC1, predict the reaction product. (3) Given the reactants Cl[C:2]1[N:7]=[C:6]([Cl:8])[CH:5]=[C:4]([Cl:9])[N:3]=1.[CH3:10][CH:11]([NH2:13])[CH3:12].CCN(CC)CC.O, predict the reaction product. The product is: [Cl:9][C:4]1[CH:5]=[C:6]([Cl:8])[N:7]=[C:2]([NH:13][CH:11]([CH3:12])[CH3:10])[N:3]=1. (4) Given the reactants N[C@H]1CCN(C2C=C3C(=CC=2)CN(C)CC3)C1=O.ClC1C=CC(/C=C/S(Cl)(=O)=O)=CC=1.[Cl:32][C:33]1[CH:34]=[C:35]2[C:40](=[CH:41][CH:42]=1)[CH:39]=[C:38]([S:43]([NH:46][C@H:47]1[CH2:51][CH2:50][N:49]([C:52]3[CH:53]=[C:54]4[C:59](=[CH:60][CH:61]=3)[CH2:58][N:57]([C:62]([O:64]C(C)(C)C)=[O:63])[CH2:56][CH2:55]4)[C:48]1=[O:69])(=[O:45])=[O:44])C=C2, predict the reaction product. The product is: [CH:62]([OH:64])=[O:63].[Cl:32][C:33]1[CH:42]=[CH:41][C:40](/[CH:39]=[CH:38]/[S:43]([NH:46][C@H:47]2[CH2:51][CH2:50][N:49]([C:52]3[CH:53]=[C:54]4[C:59](=[CH:60][CH:61]=3)[CH2:58][N:57]([CH3:62])[CH2:56][CH2:55]4)[C:48]2=[O:69])(=[O:45])=[O:44])=[CH:35][CH:34]=1. (5) Given the reactants [Br:1][C:2]1[CH:3]=[CH:4][C:5]([F:21])=[C:6]([C:8]2(C)[CH2:13][C:12]3([CH2:18][CH2:17][O:16][CH2:15][CH2:14]3)OC(N)=N2)[CH:7]=1.[CH3:22][O:23][C:24]1[CH:29]=[CH:28][C:27]([CH2:30][SH:31])=[CH:26][CH:25]=1.C[N+]([O-])=[O:34], predict the reaction product. The product is: [Br:1][C:2]1[CH:3]=[CH:4][C:5]([F:21])=[C:6]([C:8](=[O:34])[CH2:13][C:12]2([S:31][CH2:30][C:27]3[CH:28]=[CH:29][C:24]([O:23][CH3:22])=[CH:25][CH:26]=3)[CH2:14][CH2:15][O:16][CH2:17][CH2:18]2)[CH:7]=1. (6) The product is: [CH2:1]([C:8]1[C:9]([NH:22][C:23](=[S:41])[CH2:24][C:25]2[CH:30]=[CH:29][CH:28]=[CH:27][CH:26]=2)=[N:10][CH:11]=[C:12]([C:14]2[CH:19]=[CH:18][C:17]([O:20][CH3:21])=[CH:16][CH:15]=2)[N:13]=1)[C:2]1[CH:7]=[CH:6][CH:5]=[CH:4][CH:3]=1. Given the reactants [CH2:1]([C:8]1[C:9]([NH:22][C:23](=O)[CH2:24][C:25]2[CH:30]=[CH:29][CH:28]=[CH:27][CH:26]=2)=[N:10][CH:11]=[C:12]([C:14]2[CH:19]=[CH:18][C:17]([O:20][CH3:21])=[CH:16][CH:15]=2)[N:13]=1)[C:2]1[CH:7]=[CH:6][CH:5]=[CH:4][CH:3]=1.COC1C=CC(P2(SP(C3C=CC(OC)=CC=3)(=S)S2)=[S:41])=CC=1, predict the reaction product.